Predict the reactants needed to synthesize the given product. From a dataset of Full USPTO retrosynthesis dataset with 1.9M reactions from patents (1976-2016). The reactants are: [Cl:1][C:2]1[C:3]([O:12][CH2:13][CH:14]2[CH2:19][CH2:18][CH2:17][CH2:16][CH2:15]2)=[CH:4][C:5]2[O:9][N:8]=[C:7]([NH2:10])[C:6]=2[CH:11]=1.C(N(CC)CC)C.[CH3:27][S:28](Cl)(=[O:30])=[O:29]. Given the product [Cl:1][C:2]1[C:3]([O:12][CH2:13][CH:14]2[CH2:15][CH2:16][CH2:17][CH2:18][CH2:19]2)=[CH:4][C:5]2[O:9][N:8]=[C:7]([NH:10][S:28]([CH3:27])(=[O:30])=[O:29])[C:6]=2[CH:11]=1, predict the reactants needed to synthesize it.